Task: Predict the reactants needed to synthesize the given product.. Dataset: Full USPTO retrosynthesis dataset with 1.9M reactions from patents (1976-2016) (1) Given the product [CH3:1][O:2][C:3]1[C:4]([CH2:23][CH2:24][CH:25]([CH3:27])[CH3:26])([C:13]([O:15][CH3:16])=[O:14])[C:5]2[C:10]([CH2:11][CH:12]=1)=[CH:9][CH:8]=[CH:7][CH:6]=2, predict the reactants needed to synthesize it. The reactants are: [CH3:1][O:2][C:3]1[CH:12]=[CH:11][C:10]2[C:5](=[CH:6][CH:7]=[CH:8][CH:9]=2)[C:4]=1[C:13]([O:15][CH3:16])=[O:14].C(O)(C)(C)C.[K].[CH2:23](I)[CH2:24][CH:25]([CH3:27])[CH3:26]. (2) Given the product [C:1]([O:5][C:6]([N:8]1[C@@H:12]([CH2:13][CH2:14][C:15]2[CH:16]=[N:17][C:18]([NH:31][C:28]3[N:29]=[CH:30][C:25]([Cl:24])=[CH:26][N:27]=3)=[CH:19][CH:20]=2)[CH2:11][O:10][C:9]1([CH3:23])[CH3:22])=[O:7])([CH3:4])([CH3:3])[CH3:2], predict the reactants needed to synthesize it. The reactants are: [C:1]([O:5][C:6]([N:8]1[C@@H:12]([CH2:13][CH2:14][C:15]2[CH:16]=[N:17][C:18](Cl)=[CH:19][CH:20]=2)[CH2:11][O:10][C:9]1([CH3:23])[CH3:22])=[O:7])([CH3:4])([CH3:3])[CH3:2].[Cl:24][C:25]1[CH:26]=[N:27][C:28]([NH2:31])=[N:29][CH:30]=1.C(=O)([O-])[O-].[Cs+].[Cs+]. (3) Given the product [Cl:39][C:23]1([C:24]([O:26][CH2:27][CH3:28])=[O:25])[N:18]2[N:17]=[N:16][C:15]([C:5]3[CH:6]=[CH:7][C:8]([C:9]4[O:13][C:12]([CH3:14])=[N:11][CH:10]=4)=[C:3]([O:2][CH3:1])[CH:4]=3)=[C:19]2[CH2:20][CH2:21][CH2:22]1, predict the reactants needed to synthesize it. The reactants are: [CH3:1][O:2][C:3]1[CH:4]=[C:5]([C:15]2[N:16]=[N:17][N:18]3[CH:23]([C:24]([O:26][CH2:27][CH3:28])=[O:25])[CH2:22][CH2:21][CH2:20][C:19]=23)[CH:6]=[CH:7][C:8]=1[C:9]1[O:13][C:12]([CH3:14])=[N:11][CH:10]=1.C[Si](C)(C)[N-][Si](C)(C)C.[Li+].[Cl:39]N1C(=O)CCC1=O. (4) Given the product [N+:37]([C:33]1[CH:32]=[C:31]([S:30][CH2:43][CH2:44][CH2:45][CH2:46][N:47]2[C:55](=[O:56])[C:54]3[C:49](=[CH:50][CH:51]=[CH:52][CH:53]=3)[C:48]2=[O:57])[CH:36]=[CH:35][CH:34]=1)([O-:39])=[O:38], predict the reactants needed to synthesize it. The reactants are: C1(P(C2C=CC=CC=2)C2C=CC=CC=2)C=CC=CC=1.[N+:37]([C:33]1[CH:32]=[C:31]([S:30][S:30][C:31]2[CH:36]=[CH:35][CH:34]=[C:33]([N+:37]([O-:39])=[O:38])[CH:32]=2)[CH:36]=[CH:35][CH:34]=1)([O-:39])=[O:38].[OH-].[Na+].Br[CH2:43][CH2:44][CH2:45][CH2:46][N:47]1[C:55](=[O:56])[C:54]2[C:49](=[CH:50][CH:51]=[CH:52][CH:53]=2)[C:48]1=[O:57]. (5) Given the product [Br:1][C:2]1[CH:3]=[N:4][C:5]2[N:6]([N:8]=[C:9]([C:11]([N:25]3[CH2:24][CH2:23][C:22]4[C:27](=[CH:28][CH:29]=[CH:30][C:21]=4[C:20]4[C:15]([F:14])=[N:16][CH:17]=[CH:18][CH:19]=4)[CH:26]3[CH3:31])=[O:13])[CH:10]=2)[CH:7]=1, predict the reactants needed to synthesize it. The reactants are: [Br:1][C:2]1[CH:3]=[N:4][C:5]2[N:6]([N:8]=[C:9]([C:11]([OH:13])=O)[CH:10]=2)[CH:7]=1.[F:14][C:15]1[C:20]([C:21]2[CH:30]=[CH:29][CH:28]=[C:27]3[C:22]=2[CH2:23][CH2:24][NH:25][CH:26]3[CH3:31])=[CH:19][CH:18]=[CH:17][N:16]=1. (6) Given the product [C:31]([C:2]1[CH:3]=[CH:4][C:5]([CH:8]2[C:12]3[CH:13]=[C:14]([NH:19][C:20](=[O:26])[CH2:21][C:22]([CH3:24])([CH3:23])[CH3:25])[C:15]([CH3:18])=[C:16]([CH3:17])[C:11]=3[O:10][C:9]2([CH3:28])[CH3:27])=[CH:6][CH:7]=1)(=[O:33])[CH3:32], predict the reactants needed to synthesize it. The reactants are: Br[C:2]1[CH:7]=[CH:6][C:5]([CH:8]2[C:12]3[CH:13]=[C:14]([NH:19][C:20](=[O:26])[CH2:21][C:22]([CH3:25])([CH3:24])[CH3:23])[C:15]([CH3:18])=[C:16]([CH3:17])[C:11]=3[O:10][C:9]2([CH3:28])[CH3:27])=[CH:4][CH:3]=1.CN(C)[C:31](=[O:33])[CH3:32]. (7) The reactants are: [F:1][C:2]1[CH:7]=[CH:6][C:5]([C:8]2[O:9][C:10]3[CH:20]=[CH:19][C:18]([OH:21])=[CH:17][C:11]=3[C:12]=2[C:13]([NH:15][CH3:16])=[O:14])=[CH:4][CH:3]=1.C(N(CC)CC)C.[F:29][C:30]([F:49])([F:48])[S:31](N(C1C=CC=CC=1)[S:31]([C:30]([F:49])([F:48])[F:29])(=[O:33])=[O:32])(=[O:33])=[O:32]. Given the product [F:29][C:30]([F:49])([F:48])[S:31]([O:21][C:18]1[CH:19]=[CH:20][C:10]2[O:9][C:8]([C:5]3[CH:6]=[CH:7][C:2]([F:1])=[CH:3][CH:4]=3)=[C:12]([C:13](=[O:14])[NH:15][CH3:16])[C:11]=2[CH:17]=1)(=[O:33])=[O:32], predict the reactants needed to synthesize it. (8) Given the product [C:1]([NH:4][C:5]1[C:13]([N+:15]([O-:17])=[O:16])=[C:9]([C:8]([Br:14])=[CH:7][CH:6]=1)[C:10]([OH:12])=[O:11])(=[O:3])[CH3:2], predict the reactants needed to synthesize it. The reactants are: [C:1]([NH:4][C:5]1[CH:6]=[CH:7][C:8]([Br:14])=[C:9]([CH:13]=1)[C:10]([OH:12])=[O:11])(=[O:3])[CH3:2].[N+:15]([O-])([OH:17])=[O:16].